This data is from Forward reaction prediction with 1.9M reactions from USPTO patents (1976-2016). The task is: Predict the product of the given reaction. (1) Given the reactants [C:1]([O:9][CH3:10])(=[O:8])[C:2]1[CH:7]=[CH:6][CH:5]=[CH:4][CH:3]=1.C(O)[C:12]1[CH:17]=[CH:16][CH:15]=[CH:14][CH:13]=1, predict the reaction product. The product is: [C:1]([O:9][CH2:10][C:12]1[CH:17]=[CH:16][CH:15]=[CH:14][CH:13]=1)(=[O:8])[C:2]1[CH:7]=[CH:6][CH:5]=[CH:4][CH:3]=1. (2) Given the reactants [F:1][C:2]([F:24])([F:23])[CH2:3][O:4][C:5]1[CH:10]=[CH:9][C:8]([N:11]2[CH2:15][CH2:14][C:13]3([CH2:20][CH2:19][C:18](=[O:21])[CH2:17][CH2:16]3)[C:12]2=[O:22])=[CH:7][CH:6]=1.[CH2:25]([Mg]Cl)[CH2:26][CH3:27], predict the reaction product. The product is: [OH:21][C:18]1([CH2:25][CH2:26][CH3:27])[CH2:17][CH2:16][C:13]2([C:12](=[O:22])[N:11]([C:8]3[CH:9]=[CH:10][C:5]([O:4][CH2:3][C:2]([F:1])([F:23])[F:24])=[CH:6][CH:7]=3)[CH2:15][CH2:14]2)[CH2:20][CH2:19]1.